Dataset: NCI-60 drug combinations with 297,098 pairs across 59 cell lines. Task: Regression. Given two drug SMILES strings and cell line genomic features, predict the synergy score measuring deviation from expected non-interaction effect. Drug 2: C1=CC=C(C(=C1)C(C2=CC=C(C=C2)Cl)C(Cl)Cl)Cl. Drug 1: CS(=O)(=O)CCNCC1=CC=C(O1)C2=CC3=C(C=C2)N=CN=C3NC4=CC(=C(C=C4)OCC5=CC(=CC=C5)F)Cl. Synergy scores: CSS=-1.52, Synergy_ZIP=2.98, Synergy_Bliss=6.69, Synergy_Loewe=-3.39, Synergy_HSA=-0.892. Cell line: U251.